From a dataset of Full USPTO retrosynthesis dataset with 1.9M reactions from patents (1976-2016). Predict the reactants needed to synthesize the given product. (1) Given the product [Cl:1][C:2]1[CH:3]=[C:4]([C@H:8]([O:22][CH2:26][C:27]([O:31][CH3:32])([O:29][CH3:30])[CH3:28])[C@@H:9]2[CH2:14][CH2:13][CH2:12][N:11]([C:15]([O:17][C:18]([CH3:19])([CH3:21])[CH3:20])=[O:16])[CH2:10]2)[CH:5]=[CH:6][CH:7]=1, predict the reactants needed to synthesize it. The reactants are: [Cl:1][C:2]1[CH:3]=[C:4]([C@H:8]([OH:22])[C@@H:9]2[CH2:14][CH2:13][CH2:12][N:11]([C:15]([O:17][C:18]([CH3:21])([CH3:20])[CH3:19])=[O:16])[CH2:10]2)[CH:5]=[CH:6][CH:7]=1.[H-].[Na+].Br[CH2:26][C:27]([O:31][CH3:32])([O:29][CH3:30])[CH3:28]. (2) Given the product [C:2]([O:4][C:11](=[O:12])[C:10]1[CH:14]=[CH:15][CH:16]=[C:8]([Br:7])[CH:9]=1)([CH3:5])([CH3:3])[CH3:1], predict the reactants needed to synthesize it. The reactants are: [CH3:1][C:2]([CH3:5])([O-:4])[CH3:3].[K+].[Br:7][C:8]1[CH:9]=[C:10]([CH:14]=[CH:15][CH:16]=1)[C:11](Cl)=[O:12].